This data is from Forward reaction prediction with 1.9M reactions from USPTO patents (1976-2016). The task is: Predict the product of the given reaction. (1) Given the reactants [Cl:1][C:2]1[CH:3]=[C:4]([C:10]2[N:11]=[C:12]3[C:17](=[CH:18][CH:19]=2)[N:16]=[CH:15][C:14]([C:20](=[O:23])[CH2:21][CH3:22])=[C:13]3[NH:24][C:25]2[CH:26]=[CH:27][C:28]([N:31]3[CH2:36][CH2:35][CH2:34][C@@H:33]([NH:37]C(=O)OC(C)(C)C)[CH2:32]3)=[N:29][CH:30]=2)[CH:5]=[C:6]([F:9])[C:7]=1[OH:8].C(O)(C(F)(F)F)=O, predict the reaction product. The product is: [Cl-:1].[Cl-:1].[Cl-:1].[NH2:37][C@@H:33]1[CH2:34][CH2:35][CH2:36][N:31]([C:28]2[N:29]=[CH:30][C:25]([NH:24][C:13]3[C:12]4[C:17](=[CH:18][CH:19]=[C:10]([C:4]5[CH:5]=[C:6]([F:9])[C:7]([OH:8])=[C:2]([Cl:1])[CH:3]=5)[N:11]=4)[N:16]=[CH:15][C:14]=3[C:20](=[O:23])[CH2:21][CH3:22])=[CH:26][CH:27]=2)[CH2:32]1. (2) Given the reactants O[CH:2]=[C:3]1[C:11]2[C:6](=[CH:7][C:8]([C:12]([C:14]3[CH:15]=[C:16]([NH:20][C:21]([C:23]4[N:24]([CH3:29])[N:25]=[C:26]([CH3:28])[CH:27]=4)=[O:22])[CH:17]=[CH:18][CH:19]=3)=[O:13])=[CH:9][CH:10]=2)[NH:5][C:4]1=[O:30].[NH2:31][C:32]1[CH:33]=[C:34]([OH:38])[CH:35]=[CH:36][CH:37]=1, predict the reaction product. The product is: [OH:38][C:34]1[CH:33]=[C:32]([NH:31][CH:2]=[C:3]2[C:11]3[C:6](=[CH:7][C:8]([C:12]([C:14]4[CH:15]=[C:16]([NH:20][C:21]([C:23]5[N:24]([CH3:29])[N:25]=[C:26]([CH3:28])[CH:27]=5)=[O:22])[CH:17]=[CH:18][CH:19]=4)=[O:13])=[CH:9][CH:10]=3)[NH:5][C:4]2=[O:30])[CH:37]=[CH:36][CH:35]=1.